From a dataset of Full USPTO retrosynthesis dataset with 1.9M reactions from patents (1976-2016). Predict the reactants needed to synthesize the given product. (1) The reactants are: [OH-].C([N+](C)(C)C)C1C=CC=CC=1.[OH:13][CH2:14][CH2:15][C:16]1[CH:45]=[CH:44][CH:43]=[CH:42][C:17]=1[O:18][CH2:19][CH2:20][N:21]1[CH2:41][CH2:40][C:24]2([O:29][CH2:28][CH2:27][N:26]([C:30]([C:32]3[N:33]=[C:34]([CH:37]([CH3:39])[CH3:38])[S:35][CH:36]=3)=[O:31])[CH2:25]2)[CH2:23][CH2:22]1.[C:46]([O:50][C:51]([CH3:54])([CH3:53])[CH3:52])(=[O:49])[CH:47]=[CH2:48]. Given the product [CH:37]([C:34]1[S:35][CH:36]=[C:32]([C:30]([N:26]2[CH2:25][C:24]3([CH2:40][CH2:41][N:21]([CH2:20][CH2:19][O:18][C:17]4[CH:42]=[CH:43][CH:44]=[CH:45][C:16]=4[CH2:15][CH2:14][O:13][CH2:48][CH2:47][C:46]([O:50][C:51]([CH3:54])([CH3:53])[CH3:52])=[O:49])[CH2:22][CH2:23]3)[O:29][CH2:28][CH2:27]2)=[O:31])[N:33]=1)([CH3:39])[CH3:38], predict the reactants needed to synthesize it. (2) Given the product [CH2:1]([O:3][C:4]([C:6]1[C:7](=[O:29])[C:8]2[CH:13]=[N:12][C:11]([NH:40][C:37]3[CH:36]=[CH:35][C:34]([CH2:33][N:31]([CH3:32])[CH3:30])=[CH:39][CH:38]=3)=[N:10][C:9]=2[N:18]([C:20]2[CH:21]=[C:22]3[C:26](=[CH:27][CH:28]=2)[CH2:25][CH2:24][CH2:23]3)[CH:19]=1)=[O:5])[CH3:2], predict the reactants needed to synthesize it. The reactants are: [CH2:1]([O:3][C:4]([C:6]1[C:7](=[O:29])[C:8]2[CH:13]=[N:12][C:11](S(C)(=O)=O)=[N:10][C:9]=2[N:18]([C:20]2[CH:21]=[C:22]3[C:26](=[CH:27][CH:28]=2)[CH2:25][CH2:24][CH2:23]3)[CH:19]=1)=[O:5])[CH3:2].[CH3:30][N:31]([CH2:33][C:34]1[CH:39]=[CH:38][C:37]([NH2:40])=[CH:36][CH:35]=1)[CH3:32]. (3) Given the product [C:13]([O:12][C:10]([C:7]1[CH:8]=[CH:9][C:4]2[CH:3]=[C:2]([C:17]([OH:19])=[O:18])[O:1][C:5]=2[CH:6]=1)=[O:11])([CH3:16])([CH3:14])[CH3:15], predict the reactants needed to synthesize it. The reactants are: [O:1]1[C:5]2[CH:6]=[C:7]([C:10]([O:12][C:13]([CH3:16])([CH3:15])[CH3:14])=[O:11])[CH:8]=[CH:9][C:4]=2[CH:3]=[C:2]1[C:17]([O:19]CC)=[O:18].[OH-].[Na+].Cl. (4) Given the product [CH3:1][N:2]1[C:10]2[C:5](=[CH:6][C:7]([NH2:11])=[CH:8][CH:9]=2)[CH:4]=[CH:3]1, predict the reactants needed to synthesize it. The reactants are: [CH3:1][N:2]1[C:10]2[C:5](=[CH:6][C:7]([N+:11]([O-])=O)=[CH:8][CH:9]=2)[CH:4]=[CH:3]1.O.[Sn](Cl)Cl.[OH-].[Na+]. (5) Given the product [F:21][C:16]([F:22])([C:17]([F:18])([F:19])[F:20])[CH2:15][CH2:14][CH2:13][CH2:12][CH2:11][CH2:10][CH2:9][OH:8], predict the reactants needed to synthesize it. The reactants are: C([O:8][CH2:9][CH2:10][CH2:11][CH2:12][CH2:13][CH2:14][CH2:15][C:16]([F:22])([F:21])[C:17]([F:20])([F:19])[F:18])C1C=CC=CC=1.CN(C)C1C=CC=CC=1.[Cl-].[Cl-].[Cl-].[Al+3].Cl. (6) Given the product [NH:1]1[C:9]2[C:4](=[CH:5][CH:6]=[CH:7][CH:8]=2)[C:3]([CH2:10][CH2:11][CH2:12][N:13]([CH2:26][CH2:27][CH3:28])[CH:14]2[CH2:23][CH2:22][C:21]3[C:16](=[C:17]([O:24][CH3:25])[CH:18]=[CH:19][CH:20]=3)[CH2:15]2)=[CH:2]1, predict the reactants needed to synthesize it. The reactants are: [NH:1]1[C:9]2[C:4](=[CH:5][CH:6]=[CH:7][CH:8]=2)[C:3]([CH2:10][CH2:11][CH2:12][NH:13][CH:14]2[CH2:23][CH2:22][C:21]3[C:16](=[C:17]([O:24][CH3:25])[CH:18]=[CH:19][CH:20]=3)[CH2:15]2)=[CH:2]1.[CH:26](=O)[CH2:27][CH3:28].C(O)(=O)C.C([BH3-])#N.[Na+].